This data is from Full USPTO retrosynthesis dataset with 1.9M reactions from patents (1976-2016). The task is: Predict the reactants needed to synthesize the given product. Given the product [O:20]1[C:19]2[C:9](=[N:10][CH:11]=[CH:12][CH:18]=2)[N:8]=[C:6]1[NH2:7], predict the reactants needed to synthesize it. The reactants are: N1([C:6]([N:8]2[CH:12]=[CH:11][N:10]=[CH:9]2)=[NH:7])C=CN=C1.NC1[C:19]([OH:20])=[CH:18]C=CN=1.